From a dataset of Full USPTO retrosynthesis dataset with 1.9M reactions from patents (1976-2016). Predict the reactants needed to synthesize the given product. The reactants are: [NH2:1][C@:2]12[CH2:43][CH2:42][C@@H:41]([C:44]([CH3:46])=[CH2:45])[C@@H:3]1[C@@H:4]1[C@@:17]([CH3:20])([CH2:18][CH2:19]2)[C@@:16]2([CH3:21])[C@@H:7]([C@:8]3([CH3:40])[C@@H:13]([CH2:14][CH2:15]2)[C:12]([CH3:23])([CH3:22])[C:11]([C:24]2[CH2:29][CH2:28][C@@H:27]([C:30]([O:32][CH2:33][C:34]4[CH:39]=[CH:38][CH:37]=[CH:36][CH:35]=4)=[O:31])[CH2:26][CH:25]=2)=[CH:10][CH2:9]3)[CH2:6][CH2:5]1.P(=O)(O)(O)O.[K].Cl[CH2:54][CH2:55][N:56]1[CH2:61][C@@H:60]2[CH2:62][C@H:57]1[CH2:58][S:59]2(=[O:64])=[O:63].[I-].[K+]. Given the product [O:64]=[S:59]1(=[O:63])[CH2:58][C@@H:57]2[CH2:62][C@H:60]1[CH2:61][N:56]2[CH2:55][CH2:54][NH:1][C@:2]12[CH2:43][CH2:42][C@@H:41]([C:44]([CH3:46])=[CH2:45])[C@@H:3]1[C@@H:4]1[C@@:17]([CH3:20])([CH2:18][CH2:19]2)[C@@:16]2([CH3:21])[C@@H:7]([C@:8]3([CH3:40])[C@@H:13]([CH2:14][CH2:15]2)[C:12]([CH3:23])([CH3:22])[C:11]([C:24]2[CH2:29][CH2:28][C@@H:27]([C:30]([O:32][CH2:33][C:34]4[CH:35]=[CH:36][CH:37]=[CH:38][CH:39]=4)=[O:31])[CH2:26][CH:25]=2)=[CH:10][CH2:9]3)[CH2:6][CH2:5]1, predict the reactants needed to synthesize it.